From a dataset of Catalyst prediction with 721,799 reactions and 888 catalyst types from USPTO. Predict which catalyst facilitates the given reaction. (1) Reactant: [Br:1][C:2]1[CH:3]=[N:4][C:5]([Cl:11])=[C:6]([CH:10]=1)[C:7]([OH:9])=O.Cl.CN(C)CCCN=C=NCC.C(N(CC)CC)C.[NH2:31][C:32]1[CH:37]=[CH:36][CH:35]=[CH:34][CH:33]=1. Product: [Br:1][C:2]1[CH:3]=[N:4][C:5]([Cl:11])=[C:6]([CH:10]=1)[C:7]([NH:31][C:32]1[CH:37]=[CH:36][CH:35]=[CH:34][CH:33]=1)=[O:9]. The catalyst class is: 2. (2) Reactant: [NH2:1][C:2]1[CH:3]=[C:4]2[C:9](=[CH:10][CH:11]=1)[N:8]([CH2:12][CH2:13][CH:14]1[CH2:16][CH2:15]1)[C:7](=[O:17])[C:6]([C:18]1[NH:23][C:22]3[CH:24]=[CH:25][CH:26]=[CH:27][C:21]=3[S:20](=[O:29])(=[O:28])[N:19]=1)=[C:5]2[OH:30].C([O-])(=O)C.[Na+].C(O)(=O)C.[O:40]1[CH:44]=[CH:43][CH:42]=[C:41]1[CH:45]=O.C([BH3-])#N.[Na+]. Product: [CH:14]1([CH2:13][CH2:12][N:8]2[C:9]3[C:4](=[CH:3][C:2]([NH:1][CH2:45][C:41]4[O:40][CH:44]=[CH:43][CH:42]=4)=[CH:11][CH:10]=3)[C:5]([OH:30])=[C:6]([C:18]3[NH:23][C:22]4[CH:24]=[CH:25][CH:26]=[CH:27][C:21]=4[S:20](=[O:29])(=[O:28])[N:19]=3)[C:7]2=[O:17])[CH2:16][CH2:15]1. The catalyst class is: 5. (3) The catalyst class is: 4. Reactant: [CH2:1]([O:8][C:9]1[CH:14]=[CH:13][C:12]([CH2:15][CH2:16][OH:17])=[CH:11][C:10]=1[C@@H:18]([C:28]1[CH:33]=[CH:32][CH:31]=[CH:30][CH:29]=1)[CH2:19][CH2:20][N:21]([CH:25]([CH3:27])[CH3:26])[CH:22]([CH3:24])[CH3:23])[C:2]1[CH:7]=[CH:6][CH:5]=[CH:4][CH:3]=1.C(N(CC)C(C)C)(C)C.[CH3:43][S:44](Cl)(=[O:46])=[O:45]. Product: [CH3:43][S:44]([O:17][CH2:16][CH2:15][C:12]1[CH:13]=[CH:14][C:9]([O:8][CH2:1][C:2]2[CH:3]=[CH:4][CH:5]=[CH:6][CH:7]=2)=[C:10]([C@@H:18]([C:28]2[CH:29]=[CH:30][CH:31]=[CH:32][CH:33]=2)[CH2:19][CH2:20][N:21]([CH:25]([CH3:26])[CH3:27])[CH:22]([CH3:23])[CH3:24])[CH:11]=1)(=[O:46])=[O:45]. (4) Reactant: C([O-])(=O)C.[Na+].BrN1C(C)(C)C(=O)N(Br)C1=O.[F:17][C@H:18]1[CH2:35][C@@:33]2([CH3:34])[C@@H:29]([CH2:30][CH2:31][C:32]2=[O:36])[C@H:28]2[C@H:19]1[C@@H:20]1[C:25](=[CH:26][CH2:27]2)[CH:24]=[C:23]([O:37]C)[CH2:22][CH2:21]1.S([O-])([O-])=O.[Na+].[Na+].[Br-].[Li+].C(=O)([O-])[O-].[Li+].[Li+]. Product: [F:17][C@H:18]1[CH2:35][C@@:33]2([CH3:34])[C@@H:29]([CH2:30][CH2:31][C:32]2=[O:36])[C@H:28]2[C@H:19]1[C@@H:20]1[C:25]([CH:26]=[CH:27]2)=[CH:24][C:23](=[O:37])[CH2:22][CH2:21]1. The catalyst class is: 39. (5) Reactant: [NH2:1][C:2]1[CH:7]=[CH:6][C:5]([CH:8]([CH3:12])[C:9]([OH:11])=[O:10])=[CH:4][CH:3]=1.[Cl:13][CH2:14][CH2:15][O:16][C:17](Cl)=[O:18].O.O.O.O.O.O.O.O.O.O.O.O.P([O-])([O-])([O-])=O.[Na+].[Na+].[Na+].Cl.C(OC(C)C)(C)C. Product: [Cl:13][CH2:14][CH2:15][O:16][C:17]([NH:1][C:2]1[CH:3]=[CH:4][C:5]([CH:8]([CH3:12])[C:9]([OH:11])=[O:10])=[CH:6][CH:7]=1)=[O:18]. The catalyst class is: 4. (6) The catalyst class is: 3. Reactant: [N+:1]([C:4]1[CH:5]=[C:6]([OH:10])[CH:7]=[CH:8][CH:9]=1)([O-:3])=[O:2].Br[C:12]([CH3:19])([CH3:18])[C:13]([O:15][CH2:16][CH3:17])=[O:14].C([O-])([O-])=O.[K+].[K+]. Product: [CH3:18][C:12]([O:10][C:6]1[CH:7]=[CH:8][CH:9]=[C:4]([N+:1]([O-:3])=[O:2])[CH:5]=1)([CH3:19])[C:13]([O:15][CH2:16][CH3:17])=[O:14].